This data is from hERG Central: cardiac toxicity at 1µM, 10µM, and general inhibition. The task is: Predict hERG channel inhibition at various concentrations. (1) The drug is COCCn1c(SCC(=O)N2CCN(c3ccccc3)CC2)nc2c(c1=O)SC(C)C2. Results: hERG_inhib (hERG inhibition (general)): blocker. (2) The molecule is OCC1(Cc2ccccc2)CCN(C2CCN(c3ccccc3F)CC2)CC1. Results: hERG_inhib (hERG inhibition (general)): blocker. (3) The molecule is CCOCCCn1c(=NC(=O)c2cccs2)c(C#N)cc2c(=O)n3ccccc3nc21. Results: hERG_inhib (hERG inhibition (general)): blocker. (4) The compound is COc1cccc(-c2cc(C(=O)NCCCn3ccnc3)c3ccccc3n2)c1. Results: hERG_inhib (hERG inhibition (general)): blocker. (5) The compound is Cc1ccc2cc3cc(C(=O)NCCCN4CCCCCC4)oc3nc2c1. Results: hERG_inhib (hERG inhibition (general)): blocker. (6) Results: hERG_inhib (hERG inhibition (general)): blocker. The drug is O=C(NCCSCc1ccc(Cl)cc1Cl)c1ccc(CN2CCOCC2)cc1. (7) The compound is COCCCN=Cc1c(-c2ccccc2)[nH]n(-c2nc3ccccc3s2)c1=O. Results: hERG_inhib (hERG inhibition (general)): blocker. (8) The drug is COc1ccc(NS(=O)(=O)c2cccc(C(=O)NCC(c3ccccc3OC)N3CCCC3)c2)cc1. Results: hERG_inhib (hERG inhibition (general)): blocker. (9) The molecule is Cc1cc(C)n2cc(CSc3nnnn3-c3ccccc3C)nc2n1. Results: hERG_inhib (hERG inhibition (general)): blocker.